This data is from Reaction yield outcomes from USPTO patents with 853,638 reactions. The task is: Predict the reaction yield, written as a fraction of the theoretical maximum amount of product (1.0 means a 100% yield; for example, 0.34 means a 34% yield). The catalyst is ClCCl.O1CCCC1.CO. The reactants are C(OC(OC(C)(C)C)=O)(OC(C)(C)C)=O.[CH3:16][C:17]([O:20][C:21]([NH:23][CH2:24][C:25]1[N:29]2[CH:30]=[CH:31][CH:32]=[CH:33][C:28]2=[N:27][C:26]=1[C:34](OC)=[O:35])=[O:22])([CH3:19])[CH3:18].CC(OC(NCC1N2C=CC=CC2=NC=1C(OCC)=O)=O)(C)C.[BH4-].[Li+].[OH-].[Na+]. The yield is 0.400. The product is [OH:35][CH2:34][C:26]1[N:27]=[C:28]2[CH:33]=[CH:32][CH:31]=[CH:30][N:29]2[C:25]=1[CH2:24][NH:23][C:21](=[O:22])[O:20][C:17]([CH3:18])([CH3:16])[CH3:19].